The task is: Predict the reactants needed to synthesize the given product.. This data is from Full USPTO retrosynthesis dataset with 1.9M reactions from patents (1976-2016). (1) Given the product [CH3:30][C:31]1[O:35][C:34]([C:36]2[CH:37]=[CH:38][CH:39]=[CH:40][CH:41]=2)=[N:33][C:32]=1[CH2:42][CH2:43][O:18][C:17](=[O:19])[C:16]1[CH:20]=[CH:21][C:13]([CH2:12][CH:11]([S:10][CH2:9][CH2:8][C:5]2[CH:6]=[CH:7][C:2]([F:1])=[CH:3][CH:4]=2)[C:22]([O:24][CH2:25][C:26]([Cl:29])([Cl:27])[Cl:28])=[O:23])=[CH:14][CH:15]=1, predict the reactants needed to synthesize it. The reactants are: [F:1][C:2]1[CH:7]=[CH:6][C:5]([CH2:8][CH2:9][S:10][CH:11]([C:22]([O:24][CH2:25][C:26]([Cl:29])([Cl:28])[Cl:27])=[O:23])[CH2:12][C:13]2[CH:21]=[CH:20][C:16]([C:17]([OH:19])=[O:18])=[CH:15][CH:14]=2)=[CH:4][CH:3]=1.[CH3:30][C:31]1[O:35][C:34]([C:36]2[CH:41]=[CH:40][CH:39]=[CH:38][CH:37]=2)=[N:33][C:32]=1[CH2:42][CH2:43]O.C1(C2OC(C(F)(F)F)=C(COC(=O)C3C=CC(CC(SCCC4C=CC(F)=CC=4)C(OCC(Cl)(Cl)Cl)=O)=CC=3)N=2)C=CC=CC=1. (2) Given the product [C:1]([O:5][CH2:6][CH2:7][CH2:8][CH2:9][CH2:10][CH2:11][CH2:12][CH2:13][CH2:14][CH2:15][CH2:16][CH2:17][CH2:18][CH2:19][CH2:20][CH2:21][CH2:22][CH3:23])(=[O:4])[CH:2]=[CH2:3].[CH3:26][C:25]([C:27]([O:29][CH2:30][CH2:31][OH:32])=[O:28])=[CH2:24], predict the reactants needed to synthesize it. The reactants are: [C:1]([O:5][CH2:6][CH2:7][CH2:8][CH2:9][CH2:10][CH2:11][CH2:12][CH2:13][CH2:14][CH2:15][CH2:16][CH2:17][CH2:18][CH2:19][CH2:20][CH2:21][CH2:22][CH3:23])(=[O:4])[CH:2]=[CH2:3].[CH3:24][C:25]([C:27]([O:29][CH2:30][CH2:31][OH:32])=[O:28])=[CH2:26].CCC(N=NC(C#N)(CC)C)(C#N)C. (3) Given the product [F:1][C:2]1[CH:3]=[C:4]2[C:9](=[CH:10][CH:11]=1)[N:8]=[C:7]([NH:12][C:13]([N:31]1[CH2:30][CH2:29][N:28]([C:23]3[CH:24]=[CH:25][CH:26]=[CH:27][C:22]=3[O:21][CH3:20])[CH2:33][CH2:32]1)=[O:17])[C:6]([O:18][CH3:19])=[N:5]2, predict the reactants needed to synthesize it. The reactants are: [F:1][C:2]1[CH:3]=[C:4]2[C:9](=[CH:10][CH:11]=1)[N:8]=[C:7]([NH:12][C:13](=[O:17])OCC)[C:6]([O:18][CH3:19])=[N:5]2.[CH3:20][O:21][C:22]1[CH:27]=[CH:26][CH:25]=[CH:24][C:23]=1[N:28]1[CH2:33][CH2:32][NH:31][CH2:30][CH2:29]1. (4) Given the product [C:35]([N:22]1[CH2:23][CH2:24][CH:19]([S:16]([N:13]2[CH2:14][CH2:15][C@@H:10]([N:8]([CH3:9])[C:6](=[O:7])[C:5]3[CH:4]=[CH:3][C:2]([Cl:1])=[CH:34][CH:33]=3)[C@H:11]([C:25]3[CH:30]=[CH:29][C:28]([Cl:31])=[C:27]([Cl:32])[CH:26]=3)[CH2:12]2)(=[O:17])=[O:18])[CH2:20][CH2:21]1)(=[O:37])[CH3:36], predict the reactants needed to synthesize it. The reactants are: [Cl:1][C:2]1[CH:34]=[CH:33][C:5]([C:6]([N:8]([C@@H:10]2[CH2:15][CH2:14][N:13]([S:16]([CH:19]3[CH2:24][CH2:23][NH:22][CH2:21][CH2:20]3)(=[O:18])=[O:17])[CH2:12][C@H:11]2[C:25]2[CH:30]=[CH:29][C:28]([Cl:31])=[C:27]([Cl:32])[CH:26]=2)[CH3:9])=[O:7])=[CH:4][CH:3]=1.[C:35](Cl)(=[O:37])[CH3:36].